From a dataset of Full USPTO retrosynthesis dataset with 1.9M reactions from patents (1976-2016). Predict the reactants needed to synthesize the given product. (1) The reactants are: [Al](Cl)(CC)CC.[CH2:7]([O:9][C:10]([C:12]1[NH:13][C:14]2[C:19]([CH:20]=1)=[CH:18][C:17]([Br:21])=[CH:16][CH:15]=2)=[O:11])[CH3:8].[C:22](Cl)(=[O:24])[CH3:23].C([O-])(O)=O.[Na+]. Given the product [CH2:7]([O:9][C:10]([C:12]1[NH:13][C:14]2[C:19]([C:20]=1[C:22](=[O:24])[CH3:23])=[CH:18][C:17]([Br:21])=[CH:16][CH:15]=2)=[O:11])[CH3:8], predict the reactants needed to synthesize it. (2) Given the product [NH2:39][C:38]1[C:33]2[S:32][CH:31]=[C:30]([C@H:22]3[C@H:23]4[C@H:24]([O:25][C:26]([CH3:28])([CH3:29])[O:27]4)[C@@H:20]([CH2:19][OH:18])[O:21]3)[C:34]=2[N:35]=[CH:36][N:37]=1, predict the reactants needed to synthesize it. The reactants are: [Si]([O:18][CH2:19][C@@H:20]1[C@H:24]2[O:25][C:26]([CH3:29])([CH3:28])[O:27][C@H:23]2[C@H:22]([C:30]2[C:34]3[N:35]=[CH:36][N:37]=[C:38]([NH2:39])[C:33]=3[S:32][CH:31]=2)[O:21]1)(C(C)(C)C)(C1C=CC=CC=1)C1C=CC=CC=1.[F-].C([N+](CCCC)(CCCC)CCCC)CCC. (3) Given the product [ClH:1].[ClH:1].[NH2:3][CH:4]([C:17]1[CH:31]=[CH:30][C:20]([C:21]([NH:23][C:24]2[CH:29]=[CH:28][N:27]=[CH:26][CH:25]=2)=[O:22])=[CH:19][CH:18]=1)[CH2:5][N:6]([S:8]([C:11]1[CH:12]=[CH:13][C:14]([O:36][CH3:32])=[CH:15][CH:16]=1)(=[O:10])=[O:9])[CH3:7].[Cl:1][C:14]1[CH:15]=[CH:16][C:11]([S:8]([Cl:2])(=[O:10])=[O:9])=[CH:12][CH:13]=1, predict the reactants needed to synthesize it. The reactants are: [ClH:1].[ClH:2].[NH2:3][CH:4]([C:17]1[CH:31]=[CH:30][C:20]([C:21]([NH:23][C:24]2[CH:29]=[CH:28][N:27]=[CH:26][CH:25]=2)=[O:22])=[CH:19][CH:18]=1)[CH2:5][N:6]([S:8]([C:11]1[CH:16]=[CH:15][CH:14]=[CH:13][CH:12]=1)(=[O:10])=[O:9])[CH3:7].[C:32]([O:36]C(=O)NC(C1C=CC(C(=O)NC2C=CN=CC=2)=CC=1)C1CCCN1)(C)(C)C. (4) Given the product [C:21]1([N:27]2[C:5]([C:7]3[CH:17]=[CH:16][C:10]4[O:11][CH2:12][C:13](=[O:15])[NH:14][C:9]=4[CH:8]=3)=[CH:4][C:3]([C:2]([F:20])([F:19])[F:1])=[N:28]2)[CH:26]=[CH:25][CH:24]=[CH:23][CH:22]=1, predict the reactants needed to synthesize it. The reactants are: [F:1][C:2]([F:20])([F:19])[C:3](O)=[CH:4][C:5]([C:7]1[CH:17]=[CH:16][C:10]2[O:11][CH2:12][C:13](=[O:15])[NH:14][C:9]=2[CH:8]=1)=O.[C:21]1([NH:27][NH2:28])[CH:26]=[CH:25][CH:24]=[CH:23][CH:22]=1. (5) Given the product [Br:36][C:37]1[N:38]=[C:39]2[CH:44]=[C:43]([CH3:45])[CH:42]=[CH:41][N:40]2[C:46]=1[C:10]1[CH:9]=[CH:8][C:7]([NH:6][C:4]([CH:3]([N:2]([CH3:1])[C:29](=[O:30])[O:31][C:32]([CH3:34])([CH3:35])[CH3:33])[CH3:28])=[O:5])=[N:12][C:11]=1[C:13]#[C:14][Si:15]([CH:19]([CH3:21])[CH3:20])([CH:16]([CH3:17])[CH3:18])[CH:22]([CH3:24])[CH3:23], predict the reactants needed to synthesize it. The reactants are: [CH3:1][N:2]([C:29]([O:31][C:32]([CH3:35])([CH3:34])[CH3:33])=[O:30])[CH:3]([CH3:28])[C:4]([NH:6][C:7]1[N:12]=[C:11]([C:13]#[C:14][Si:15]([CH:22]([CH3:24])[CH3:23])([CH:19]([CH3:21])[CH3:20])[CH:16]([CH3:18])[CH3:17])[C:10](B(O)O)=[CH:9][CH:8]=1)=[O:5].[Br:36][C:37]1[N:38]=[C:39]2[CH:44]=[C:43]([CH3:45])[CH:42]=[CH:41][N:40]2[C:46]=1I.C([O-])([O-])=O.[Na+].[Na+].O1CCOCC1. (6) Given the product [C:1]([N:5]1[C:10](=[O:11])[C:9]([Cl:12])=[C:8]([O:13][CH2:14][C:15]2[CH:16]=[CH:17][C:18]([O:21][CH:22]([CH2:25][CH3:26])[CH2:23][O:24][S:36]([C:31]3[CH:30]=[CH:35][C:34]([CH3:41])=[CH:33][CH:32]=3)(=[O:37])=[O:38])=[CH:19][CH:20]=2)[CH:7]=[N:6]1)([CH3:4])([CH3:3])[CH3:2], predict the reactants needed to synthesize it. The reactants are: [C:1]([N:5]1[C:10](=[O:11])[C:9]([Cl:12])=[C:8]([O:13][CH2:14][C:15]2[CH:20]=[CH:19][C:18]([O:21][CH:22]([CH2:25][CH3:26])[CH2:23][OH:24])=[CH:17][CH:16]=2)[CH:7]=[N:6]1)([CH3:4])([CH3:3])[CH3:2].ClCCl.[C:30]1(C)[C:31]([S:36](Cl)(=[O:38])=[O:37])=[CH:32][CH:33]=[CH:34][CH:35]=1.[CH:41](N(C(C)C)CC)(C)C. (7) Given the product [CH2:1]([O:8][C:9]1[C:10]([N+:25]([O-:27])=[O:26])=[C:11]([CH:22]=[CH:23][CH:24]=1)[C:12]([OH:14])=[O:13])[C:2]1[CH:3]=[CH:4][CH:5]=[CH:6][CH:7]=1, predict the reactants needed to synthesize it. The reactants are: [CH2:1]([O:8][C:9]1[C:10]([N+:25]([O-:27])=[O:26])=[C:11]([CH:22]=[CH:23][CH:24]=1)[C:12]([O:14]CC1C=CC=CC=1)=[O:13])[C:2]1[CH:7]=[CH:6][CH:5]=[CH:4][CH:3]=1.[OH-].[Na+]. (8) Given the product [C:37]1([CH2:36][CH2:35][CH2:34][NH:15][CH2:16][CH2:17][C:18]2[CH:19]=[CH:20][C:21]([O:22][C:23]3[CH:31]=[CH:30][C:26]([C:27]([NH2:29])=[O:28])=[CH:25][N:24]=3)=[CH:32][CH:33]=2)[CH:38]=[CH:39][CH:40]=[CH:41][CH:42]=1, predict the reactants needed to synthesize it. The reactants are: ClC(OC(Cl)=O)C.C([N:15]([CH2:34][CH2:35][CH2:36][C:37]1[CH:42]=[CH:41][CH:40]=[CH:39][CH:38]=1)[CH2:16][CH2:17][C:18]1[CH:33]=[CH:32][C:21]([O:22][C:23]2[CH:31]=[CH:30][C:26]([C:27]([NH2:29])=[O:28])=[CH:25][N:24]=2)=[CH:20][CH:19]=1)C1C=CC=CC=1.ClCCCl.N.